From a dataset of Catalyst prediction with 721,799 reactions and 888 catalyst types from USPTO. Predict which catalyst facilitates the given reaction. Reactant: [NH2:1][C:2]1[N:6]([CH3:7])[N:5]=[CH:4][C:3]=1[NH:8][C:9]([NH:11][CH2:12][CH2:13][NH:14][C:15]([O:17][C:18]([CH3:21])([CH3:20])[CH3:19])=[O:16])=[O:10].C(N(CC)CC)C.[C:29]1([C:35](Cl)([C:42]2[CH:47]=[CH:46][CH:45]=[CH:44][CH:43]=2)[C:36]2[CH:41]=[CH:40][CH:39]=[CH:38][CH:37]=2)[CH:34]=[CH:33][CH:32]=[CH:31][CH:30]=1. Product: [C:18]([O:17][C:15]([NH:14][CH2:13][CH2:12][NH:11][C:9](=[O:10])[NH:8][C:3]1[CH:4]=[N:5][N:6]([CH3:7])[C:2]=1[NH:1][C:35]([C:29]1[CH:34]=[CH:33][CH:32]=[CH:31][CH:30]=1)([C:42]1[CH:43]=[CH:44][CH:45]=[CH:46][CH:47]=1)[C:36]1[CH:37]=[CH:38][CH:39]=[CH:40][CH:41]=1)=[O:16])([CH3:21])([CH3:20])[CH3:19]. The catalyst class is: 2.